From a dataset of Full USPTO retrosynthesis dataset with 1.9M reactions from patents (1976-2016). Predict the reactants needed to synthesize the given product. (1) Given the product [OH:26][C@@H:27]([CH2:38][O:39][CH2:40][C@H:41]([O:43][CH3:44])[CH3:42])[C:28]([NH:30][C:31]1[CH:36]=[N:35][C:34]([CH3:37])=[CH:33][N:32]=1)=[O:29], predict the reactants needed to synthesize it. The reactants are: [F-].C([N+](CCCC)(CCCC)CCCC)CCC.[Si]([O:26][C@@H:27]([CH2:38][O:39][CH2:40][C@H:41]([O:43][CH3:44])[CH3:42])[C:28]([NH:30][C:31]1[CH:36]=[N:35][C:34]([CH3:37])=[CH:33][N:32]=1)=[O:29])(C(C)(C)C)(C)C. (2) Given the product [F:1][C:2]1[CH:7]=[CH:6][C:5]([O:8][CH3:9])=[CH:4][C:3]=1[C:10]1[CH:15]=[CH:14][C:13]([O:16][CH2:23][C:24]2[CH:25]=[C:26]([CH2:30][CH2:31][CH2:32][OH:33])[CH:27]=[CH:28][CH:29]=2)=[CH:12][C:11]=1[CH2:17][C:18]([CH3:21])([CH3:20])[CH3:19], predict the reactants needed to synthesize it. The reactants are: [F:1][C:2]1[CH:7]=[CH:6][C:5]([O:8][CH3:9])=[CH:4][C:3]=1[C:10]1[CH:15]=[CH:14][C:13]([OH:16])=[CH:12][C:11]=1[CH2:17][C:18]([CH3:21])([CH3:20])[CH3:19].O[CH2:23][C:24]1[CH:25]=[C:26]([CH2:30][CH2:31][CH2:32][OH:33])[CH:27]=[CH:28][CH:29]=1.C1(P(C2C=CC=CC=2)C2C=CC=CC=2)C=CC=CC=1.N(C(OCC)=O)=NC(OCC)=O. (3) Given the product [Br:1][C:16]1[C:17]([OH:32])=[C:18]([O:21][C:22]2[C:27]([CH3:28])=[CH:26][CH:25]=[CH:24][C:23]=2[CH:29]2[CH2:31][CH2:30]2)[N:19]=[N:20][C:15]=1[Cl:14], predict the reactants needed to synthesize it. The reactants are: [Br:1]N1C(=O)CCC1=O.CN(C)C=O.[Cl:14][C:15]1[N:20]=[N:19][C:18]([O:21][C:22]2[C:27]([CH3:28])=[CH:26][CH:25]=[CH:24][C:23]=2[CH:29]2[CH2:31][CH2:30]2)=[C:17]([OH:32])[CH:16]=1.Cl.